From a dataset of Reaction yield outcomes from USPTO patents with 853,638 reactions. Predict the reaction yield, written as a fraction of the theoretical maximum amount of product (1.0 means a 100% yield; for example, 0.34 means a 34% yield). (1) The reactants are [CH3:1][CH:2]([CH3:21])[CH2:3][CH2:4][NH:5][C:6]1[S:7][CH:8]=[C:9]([C:11]2[CH:16]=[CH:15][C:14]([C:17]([F:20])([F:19])[F:18])=[CH:13][CH:12]=2)[N:10]=1.[H-].[Na+].Br[CH2:25][C:26]1[CH:35]=[CH:34][C:29]([C:30]([O:32][CH3:33])=[O:31])=[CH:28][CH:27]=1.O. The catalyst is CN(C)C=O. The product is [CH3:1][CH:2]([CH3:21])[CH2:3][CH2:4][N:5]([CH2:25][C:26]1[CH:35]=[CH:34][C:29]([C:30]([O:32][CH3:33])=[O:31])=[CH:28][CH:27]=1)[C:6]1[S:7][CH:8]=[C:9]([C:11]2[CH:16]=[CH:15][C:14]([C:17]([F:18])([F:20])[F:19])=[CH:13][CH:12]=2)[N:10]=1. The yield is 0.760. (2) The yield is 0.950. The reactants are [C:1]([C:5]1[CH:10]=[C:9]([C:11]([F:14])([F:13])[F:12])[C:8]([N+:15]([O-])=O)=[CH:7][C:6]=1[O:18][CH3:19])([CH3:4])([CH3:3])[CH3:2].C([O-])=O.[NH4+]. The catalyst is CCO.[Pd]. The product is [C:1]([C:5]1[CH:10]=[C:9]([C:11]([F:14])([F:12])[F:13])[C:8]([NH2:15])=[CH:7][C:6]=1[O:18][CH3:19])([CH3:4])([CH3:2])[CH3:3]. (3) The reactants are CN(C=O)C.[C:6]([O:14][C:15]1[C:23]([O:24][CH3:25])=[CH:22][C:18]([C:19]([OH:21])=O)=[C:17]([N+:26]([O-:28])=[O:27])[CH:16]=1)(=O)[C:7]1[CH:12]=[CH:11][CH:10]=[CH:9][CH:8]=1.S(Cl)(Cl)=O.[N:33]1[C:42]2[C:37](=[CH:38][CH:39]=[CH:40][CH:41]=2)[C:36]([N:43]2[CH2:48][CH2:47][NH:46][CH2:45][CH2:44]2)=[N:35][CH:34]=1. The catalyst is C1C=CC=CC=1. The product is [CH2:6]([O:14][C:15]1[C:23]([O:24][CH3:25])=[CH:22][C:18]([C:19]([N:46]2[CH2:47][CH2:48][N:43]([C:36]3[C:37]4[C:42](=[CH:41][CH:40]=[CH:39][CH:38]=4)[N:33]=[CH:34][N:35]=3)[CH2:44][CH2:45]2)=[O:21])=[C:17]([N+:26]([O-:28])=[O:27])[CH:16]=1)[C:7]1[CH:8]=[CH:9][CH:10]=[CH:11][CH:12]=1. The yield is 0.840. (4) The reactants are Cl[C:2]1[N:7]2[N:8]=[C:9]([C:23]3[O:24][CH:25]=[CH:26][CH:27]=3)[C:10]([C:11]3[CH:16]=[CH:15][N:14]=[C:13]([NH:17][CH:18]4[CH2:22][CH2:21][CH2:20][CH2:19]4)[N:12]=3)=[C:6]2[CH:5]=[CH:4][CH:3]=1.C(OCC)(=O)C.[CH:34]1([NH2:39])[CH2:38][CH2:37][CH2:36][CH2:35]1. No catalyst specified. The product is [CH:34]1([NH:39][C:2]2[N:7]3[N:8]=[C:9]([C:23]4[O:24][CH:25]=[CH:26][CH:27]=4)[C:10]([C:11]4[CH:16]=[CH:15][N:14]=[C:13]([NH:17][CH:18]5[CH2:22][CH2:21][CH2:20][CH2:19]5)[N:12]=4)=[C:6]3[CH:5]=[CH:4][CH:3]=2)[CH2:38][CH2:37][CH2:36][CH2:35]1. The yield is 0.910. (5) The reactants are [F:1][C:2]1[CH:7]=[CH:6][C:5]([NH:8][C:9]2[N:14]3[N:15]=[CH:16][C:17]([C:18](O)=[O:19])=[C:13]3[N:12]=[CH:11][C:10]=2[C:21]([N:23]2[CH2:28][CH2:27][C:26]3([C:36]4[C:31](=[CH:32][CH:33]=[CH:34][CH:35]=4)[CH:30]=[CH:29]3)[CH2:25][CH2:24]2)=[O:22])=[C:4]([CH3:37])[CH:3]=1.[CH:38]1([S:41]([NH2:44])(=[O:43])=[O:42])[CH2:40][CH2:39]1. No catalyst specified. The product is [F:1][C:2]1[CH:7]=[CH:6][C:5]([NH:8][C:9]2[N:14]3[N:15]=[CH:16][C:17]([C:18]([NH:44][S:41]([CH:38]4[CH2:40][CH2:39]4)(=[O:43])=[O:42])=[O:19])=[C:13]3[N:12]=[CH:11][C:10]=2[C:21]([N:23]2[CH2:24][CH2:25][C:26]3([C:36]4[C:31](=[CH:32][CH:33]=[CH:34][CH:35]=4)[CH:30]=[CH:29]3)[CH2:27][CH2:28]2)=[O:22])=[C:4]([CH3:37])[CH:3]=1. The yield is 0.580. (6) The reactants are [CH3:1][O:2][C:3]1[CH:8]=[CH:7][CH:6]=[CH:5][C:4]=1[Mg]Br.[CH3:11][C:12]([CH3:20])=[CH:13][C:14](=[O:19])[C:15]([F:18])([F:17])[F:16]. The catalyst is C(OCC)C.[Cu]I. The product is [F:16][C:15]([F:18])([F:17])[C:14](=[O:19])[CH2:13][C:12]([C:4]1[CH:5]=[CH:6][CH:7]=[CH:8][C:3]=1[O:2][CH3:1])([CH3:20])[CH3:11]. The yield is 0.820.